From a dataset of Retrosynthesis with 50K atom-mapped reactions and 10 reaction types from USPTO. Predict the reactants needed to synthesize the given product. Given the product O=C(O)c1ccc(COCc2csc3nc(C(=O)NCc4ccc(F)c(Cl)c4)[nH]c(=O)c23)cc1, predict the reactants needed to synthesize it. The reactants are: CCOC(=O)c1ccc(COCc2csc3nc(C(=O)NCc4ccc(F)c(Cl)c4)[nH]c(=O)c23)cc1.